Dataset: Reaction yield outcomes from USPTO patents with 853,638 reactions. Task: Predict the reaction yield, written as a fraction of the theoretical maximum amount of product (1.0 means a 100% yield; for example, 0.34 means a 34% yield). (1) The reactants are [F:1][C:2]1[CH:3]=[C:4]([CH:6]=[CH:7][C:8]=1[O:9][C:10]1[CH:15]=[CH:14][N:13]=[C:12]2[CH:16]=[C:17](I)[S:18][C:11]=12)[NH2:5].CC1(C)C(C)(C)OB([C:28]2[CH2:33][CH2:32][N:31]([C:34]([O:36][C:37]([CH3:40])([CH3:39])[CH3:38])=[O:35])[CH2:30][CH:29]=2)O1.C([O-])([O-])=O.[Na+].[Na+]. The catalyst is C1C=CC([P]([Pd]([P](C2C=CC=CC=2)(C2C=CC=CC=2)C2C=CC=CC=2)([P](C2C=CC=CC=2)(C2C=CC=CC=2)C2C=CC=CC=2)[P](C2C=CC=CC=2)(C2C=CC=CC=2)C2C=CC=CC=2)(C2C=CC=CC=2)C2C=CC=CC=2)=CC=1.COCCOC. The product is [NH2:5][C:4]1[CH:6]=[CH:7][C:8]([O:9][C:10]2[CH:15]=[CH:14][N:13]=[C:12]3[CH:16]=[C:17]([C:28]4[CH2:33][CH2:32][N:31]([C:34]([O:36][C:37]([CH3:40])([CH3:39])[CH3:38])=[O:35])[CH2:30][CH:29]=4)[S:18][C:11]=23)=[C:2]([F:1])[CH:3]=1. The yield is 0.800. (2) The reactants are [O:1]=[C:2]1[CH2:7][NH:6][CH2:5][CH2:4][N:3]1[C:8]1[CH:13]=[CH:12][C:11]([S:14]([NH:17][C:18]2[S:22][N:21]=[CH:20][N:19]=2)(=[O:16])=[O:15])=[CH:10][CH:9]=1.[F:23][C:24]([F:39])([F:38])[C:25]1[CH:33]=[C:32]2[C:28]([CH2:29][CH2:30][N:31]2[CH2:34][C:35](O)=[O:36])=[CH:27][CH:26]=1.CN(C(ON1N=NC2C=CC=NC1=2)=[N+](C)C)C.F[P-](F)(F)(F)(F)F.C(=O)(O)[O-].[Na+]. The catalyst is CN(C=O)C. The product is [O:1]=[C:2]1[CH2:7][N:6]([C:35](=[O:36])[CH2:34][N:31]2[C:32]3[C:28](=[CH:27][CH:26]=[C:25]([C:24]([F:38])([F:23])[F:39])[CH:33]=3)[CH2:29][CH2:30]2)[CH2:5][CH2:4][N:3]1[C:8]1[CH:9]=[CH:10][C:11]([S:14]([NH:17][C:18]2[S:22][N:21]=[CH:20][N:19]=2)(=[O:16])=[O:15])=[CH:12][CH:13]=1. The yield is 0.320.